Task: Predict the product of the given reaction.. Dataset: Forward reaction prediction with 1.9M reactions from USPTO patents (1976-2016) (1) Given the reactants C(OC([NH:8][CH2:9][CH2:10][N:11]1[CH2:15][CH:14]([C:16]2[CH:21]=[CH:20][CH:19]=[CH:18][CH:17]=2)[C:13]([C:22]2[CH:27]=[CH:26][C:25]([Cl:28])=[CH:24][CH:23]=2)=[N:12]1)=O)(C)(C)C.FC(F)(F)C(O)=O, predict the reaction product. The product is: [NH2:8][CH2:9][CH2:10][N:11]1[CH2:15][CH:14]([C:16]2[CH:21]=[CH:20][CH:19]=[CH:18][CH:17]=2)[C:13]([C:22]2[CH:23]=[CH:24][C:25]([Cl:28])=[CH:26][CH:27]=2)=[N:12]1. (2) Given the reactants [P:1]([O:23][C@@:24]([C:40]1[CH:45]=[CH:44][C:43]([F:46])=[CH:42][C:41]=1[F:47])([C@H:31]([C:33]1[C:38]([F:39])=[CH:37][N:36]=[CH:35][N:34]=1)[CH3:32])[CH2:25][N:26]1[CH:30]=[N:29][CH:28]=[N:27]1)([O:13]CC1C(F)=CC=CC=1Cl)([O:3]CC1C(F)=CC=CC=1Cl)=[O:2].[OH-].[Na+].S(=O)(=O)(O)O, predict the reaction product. The product is: [P:1]([OH:13])([OH:3])([O:23][C@@:24]([C:40]1[CH:45]=[CH:44][C:43]([F:46])=[CH:42][C:41]=1[F:47])([C@H:31]([C:33]1[C:38]([F:39])=[CH:37][N:36]=[CH:35][N:34]=1)[CH3:32])[CH2:25][N:26]1[CH:30]=[N:29][CH:28]=[N:27]1)=[O:2]. (3) Given the reactants Cl.Cl[CH2:3][C:4]1[CH:9]=[CH:8][CH:7]=[CH:6][N:5]=1.[NH2:10][CH2:11][C:12]([OH:14])=[O:13].[OH-].[Na+], predict the reaction product. The product is: [N:5]1[CH:6]=[CH:7][CH:8]=[CH:9][C:4]=1[CH2:3][N:10]([CH2:11][C:12]([OH:14])=[O:13])[CH2:3][C:4]1[CH:9]=[CH:8][CH:7]=[CH:6][N:5]=1. (4) Given the reactants Cl[C:2]1[N:7]=[C:6]([NH:8][CH:9]([CH2:12][CH3:13])[CH2:10][CH3:11])[CH:5]=[N:4][CH:3]=1.[CH3:14][Mg]Br.[Cl-].[NH4+], predict the reaction product. The product is: [CH2:10]([CH:9]([NH:8][C:6]1[CH:5]=[N:4][CH:3]=[C:2]([CH3:14])[N:7]=1)[CH2:12][CH3:13])[CH3:11]. (5) Given the reactants Cl[C:2]1[CH:3]=[C:4]([O:8][CH3:9])[CH:5]=[CH:6][CH:7]=1.[CH2:10]([NH2:16])[CH2:11][CH2:12][CH2:13][CH2:14][CH3:15].CC(C)([O-])C.[Na+], predict the reaction product. The product is: [CH2:10]([NH:16][C:2]1[CH:7]=[CH:6][CH:5]=[C:4]([O:8][CH3:9])[CH:3]=1)[CH2:11][CH2:12][CH2:13][CH2:14][CH3:15]. (6) Given the reactants Cl.Cl[CH2:3][CH2:4][N:5]([CH2:7][CH2:8]Cl)[CH3:6].C(=O)([O-])[O-].[Na+].[Na+].[Br:16][C:17]1[CH:18]=[N:19][C:20]2[C:25]([CH:26]=1)=[CH:24][CH:23]=[CH:22][C:21]=2[NH2:27], predict the reaction product. The product is: [Br:16][C:17]1[CH:18]=[N:19][C:20]2[C:25]([CH:26]=1)=[CH:24][CH:23]=[CH:22][C:21]=2[N:27]1[CH2:8][CH2:7][N:5]([CH3:6])[CH2:4][CH2:3]1.